Dataset: Drug-induced liver injury (DILI) classification data. Task: Regression/Classification. Given a drug SMILES string, predict its toxicity properties. Task type varies by dataset: regression for continuous values (e.g., LD50, hERG inhibition percentage) or binary classification for toxic/non-toxic outcomes (e.g., AMES mutagenicity, cardiotoxicity, hepatotoxicity). Dataset: dili. The molecule is CC(O)(CS(=O)(=O)c1ccc(F)cc1)C(=O)Nc1ccc(C#N)c(C(F)(F)F)c1. The result is 1 (causes liver injury).